Dataset: Catalyst prediction with 721,799 reactions and 888 catalyst types from USPTO. Task: Predict which catalyst facilitates the given reaction. (1) Reactant: [NH2:1][C:2]1[N:7]=[CH:6][CH:5]=[CH:4][N:3]=1.C(N(CC)CC)C.FC(F)(F)S(O[Si:21]([CH3:24])([CH3:23])[CH3:22])(=O)=O. Product: [CH3:22][Si:21]([N:1]([Si:21]([CH3:24])([CH3:23])[CH3:22])[C:2]1[N:7]=[CH:6][CH:5]=[CH:4][N:3]=1)([CH3:24])[CH3:23]. The catalyst class is: 11. (2) Reactant: Cl.[F:2][C:3]1[CH:8]=[CH:7][C:6]([NH:9]N)=[CH:5][CH:4]=1.[CH3:11][CH:12](C)C(=O)C.N1C2C(=CC=CC=2)C=C1. Product: [F:2][C:3]1[CH:8]=[C:7]2[C:6](=[CH:5][CH:4]=1)[NH:9][CH:12]=[CH:11]2. The catalyst class is: 15. (3) Reactant: C1C=CC(P(C2C(C3C(P(C4C=CC=CC=4)C4C=CC=CC=4)=CC=C4C=3C=CC=C4)=C3C(C=CC=C3)=CC=2)C2C=CC=CC=2)=CC=1.[C:47]1([NH2:57])[C:56]2[C:51](=[CH:52][CH:53]=[CH:54][CH:55]=2)[CH:50]=[CH:49][CH:48]=1.[CH3:58][O:59][C:60](=[O:68])[C:61]1[CH:66]=[CH:65][C:64](Br)=[CH:63][CH:62]=1.C(=O)([O-])[O-].[Cs+].[Cs+]. Product: [C:47]1([NH:57][C:64]2[CH:65]=[CH:66][C:61]([C:60]([O:59][CH3:58])=[O:68])=[CH:62][CH:63]=2)[C:56]2[C:51](=[CH:52][CH:53]=[CH:54][CH:55]=2)[CH:50]=[CH:49][CH:48]=1. The catalyst class is: 164.